From a dataset of Catalyst prediction with 721,799 reactions and 888 catalyst types from USPTO. Predict which catalyst facilitates the given reaction. The catalyst class is: 8. Product: [C:7]([O:6][CH2:5][CH2:4][N:2]([CH3:3])[CH3:1])(=[O:10])[CH:8]=[CH2:9].[C:7]([O:11][CH2:12][CH3:13])(=[O:10])[CH:8]=[CH2:9]. Reactant: [CH3:1][N:2]([CH2:4][CH2:5][OH:6])[CH3:3].[C:7]([O:11][CH2:12][CH3:13])(=[O:10])[CH:8]=[CH2:9].C1C2NC3C(=CC=CC=3)SC=2C=CC=1.